This data is from Reaction yield outcomes from USPTO patents with 853,638 reactions. The task is: Predict the reaction yield, written as a fraction of the theoretical maximum amount of product (1.0 means a 100% yield; for example, 0.34 means a 34% yield). (1) The reactants are [C:1]([CH2:3][C:4]1[CH:9]=[C:8]([O:10][CH3:11])[C:7]([O:12][CH3:13])=[CH:6][C:5]=1[CH2:14][CH2:15][NH:16]C(=O)C(F)(F)F)#[N:2].C(O)C.C(=O)([O-])[O-].[K+].[K+]. The catalyst is O. The product is [NH2:2][CH2:1][CH2:3][C:4]1[CH:9]=[C:8]([O:10][CH3:11])[C:7]([O:12][CH3:13])=[CH:6][C:5]=1[CH2:14][C:15]#[N:16]. The yield is 0.700. (2) The reactants are FC(F)(F)C(O)=O.[Br:8][C:9]1[CH:10]=[C:11]2[C:16](=[CH:17][CH:18]=1)[N:15]=[C:14](I)[N:13]=[CH:12]2.[NH2:20][C:21]1[CH:26]=[CH:25][CH:24]=[CH:23][CH:22]=1. The catalyst is C(O)(C)C. The product is [Br:8][C:9]1[CH:10]=[C:11]2[C:16](=[CH:17][CH:18]=1)[N:15]=[C:14]([NH:20][C:21]1[CH:26]=[CH:25][CH:24]=[CH:23][CH:22]=1)[N:13]=[CH:12]2. The yield is 0.680.